Dataset: Forward reaction prediction with 1.9M reactions from USPTO patents (1976-2016). Task: Predict the product of the given reaction. Given the reactants [Br:1][C:2]1[CH:11]=[C:10]2[C:5]([N:6]=[CH:7][C:8]([NH:12][NH2:13])=[N:9]2)=[CH:4][CH:3]=1.[CH:14](OCC)(OCC)OCC, predict the reaction product. The product is: [Br:1][C:2]1[CH:11]=[C:10]2[C:5]([N:6]=[CH:7][C:8]3[N:9]2[CH:14]=[N:13][N:12]=3)=[CH:4][CH:3]=1.